This data is from Forward reaction prediction with 1.9M reactions from USPTO patents (1976-2016). The task is: Predict the product of the given reaction. (1) Given the reactants [CH:1]1([C@H:4]([NH2:26])[C:5]([N:7]2[CH2:11][C:10]([C:12]3[CH:17]=[C:16]([F:18])[CH:15]=[CH:14][C:13]=3[F:19])=[CH:9][C@H:8]2[C:20]2[CH:25]=[CH:24][CH:23]=[CH:22][CH:21]=2)=[O:6])[CH2:3][CH2:2]1.[C:27]([O:31][CH3:32])(=[O:30])[CH:28]=[CH2:29].C(O)C, predict the reaction product. The product is: [CH:1]1([C@H:4]([NH:26][CH2:29][CH2:28][C:27]([O:31][CH3:32])=[O:30])[C:5]([N:7]2[CH2:11][C:10]([C:12]3[CH:17]=[C:16]([F:18])[CH:15]=[CH:14][C:13]=3[F:19])=[CH:9][C@H:8]2[C:20]2[CH:21]=[CH:22][CH:23]=[CH:24][CH:25]=2)=[O:6])[CH2:3][CH2:2]1. (2) Given the reactants [N:1]1[CH:6]=[C:5]([NH2:7])[CH:4]=[N:3][CH:2]=1.N1C=CC=CC=1.Cl[C:15]([O:17][CH2:18][C:19]([Cl:22])([Cl:21])[Cl:20])=[O:16], predict the reaction product. The product is: [N:1]1[CH:6]=[C:5]([NH:7][C:15](=[O:16])[O:17][CH2:18][C:19]([Cl:22])([Cl:21])[Cl:20])[CH:4]=[N:3][CH:2]=1. (3) The product is: [CH2:36]([NH:38][CH2:34][C@@H:10]1[CH2:9][NH:8][CH2:12][C@H:11]1[CH2:13][N:14]([CH:31]([CH3:33])[CH3:32])[C:15](=[O:30])[C:16]1[CH:21]=[CH:20][C:19]([O:22][CH3:23])=[C:18]([O:24][CH2:25][CH2:26][CH2:27][O:28][CH3:29])[CH:17]=1)[CH3:37]. Given the reactants C(OC([N:8]1[CH2:12][C@@H:11]([CH2:13][N:14]([CH:31]([CH3:33])[CH3:32])[C:15](=[O:30])[C:16]2[CH:21]=[CH:20][C:19]([O:22][CH3:23])=[C:18]([O:24][CH2:25][CH2:26][CH2:27][O:28][CH3:29])[CH:17]=2)[C@H:10]([CH:34]=O)[CH2:9]1)=O)(C)(C)C.[CH2:36]([NH2:38])[CH3:37].C(O[BH-](OC(=O)C)OC(=O)C)(=O)C.[Na+], predict the reaction product. (4) Given the reactants C([SiH2]O[C:7](C)(C)[C:8]1[CH:13]=[CH:12][C:11]([C:14]#[C:15][C:16]([CH:28]2[CH2:32][CH2:31][CH2:30][CH2:29]2)([OH:27])[CH2:17][C:18]2[O:23][C:22]([CH3:25])([CH3:24])[O:21][C:20](=[O:26])[CH:19]=2)=[CH:10][C:9]=1[CH2:33][CH3:34])(C)(C)C, predict the reaction product. The product is: [CH:28]1([C:16]([OH:27])([CH2:15][CH2:14][C:11]2[CH:12]=[CH:13][C:8]([CH3:7])=[C:9]([CH2:33][CH3:34])[CH:10]=2)[CH2:17][C:18]2[O:23][C:22]([CH3:24])([CH3:25])[O:21][C:20](=[O:26])[CH:19]=2)[CH2:32][CH2:31][CH2:30][CH2:29]1. (5) Given the reactants F[P-](F)(F)(F)(F)F.N1(OC(N(C)C)=[N+](C)C)C2N=CC=CC=2N=N1.[C:25]([O:29][C:30]([NH:32][C:33]1([C:48](O)=[O:49])[CH2:38][CH2:37][N:36]([C:39]2[C:40]3[CH:47]=[CH:46][NH:45][C:41]=3[N:42]=[CH:43][N:44]=2)[CH2:35][CH2:34]1)=[O:31])([CH3:28])([CH3:27])[CH3:26].C(N(CC)C(C)C)(C)C.[NH2:60][CH:61]([C:69]1[CH:74]=[CH:73][C:72]([Cl:75])=[CH:71][CH:70]=1)[CH2:62][CH2:63][NH:64][S:65]([CH3:68])(=[O:67])=[O:66], predict the reaction product. The product is: [Cl:75][C:72]1[CH:71]=[CH:70][C:69]([CH:61]([NH:60][C:48]([C:33]2([NH:32][C:30](=[O:31])[O:29][C:25]([CH3:26])([CH3:28])[CH3:27])[CH2:38][CH2:37][N:36]([C:39]3[C:40]4[CH:47]=[CH:46][NH:45][C:41]=4[N:42]=[CH:43][N:44]=3)[CH2:35][CH2:34]2)=[O:49])[CH2:62][CH2:63][NH:64][S:65]([CH3:68])(=[O:67])=[O:66])=[CH:74][CH:73]=1. (6) Given the reactants [CH:1]([C:4]1[S:13][C:12]2[CH2:11][C:10]3[CH:14]=[CH:15][CH:16]=[CH:17][C:9]=3[NH:8][C:7](=O)[C:6]=2[N:5]=1)([CH3:3])[CH3:2].P(Cl)(Cl)(Cl)=O.[CH3:24][O:25][C:26]1[CH:31]=[CH:30][C:29]([CH2:32][CH2:33][C@H:34]2[CH2:39][NH:38][CH2:37][CH2:36][NH:35]2)=[CH:28][CH:27]=1.[OH-].[NH4+], predict the reaction product. The product is: [NH3:5].[CH:1]([C:4]1[S:13][C:12]2[CH2:11][C:10]3[CH:14]=[CH:15][CH:16]=[CH:17][C:9]=3[N:8]=[C:7]([N:38]3[CH2:37][CH2:36][NH:35][C@@H:34]([CH2:33][CH2:32][C:29]4[CH:30]=[CH:31][C:26]([O:25][CH3:24])=[CH:27][CH:28]=4)[CH2:39]3)[C:6]=2[N:5]=1)([CH3:3])[CH3:2].